This data is from Full USPTO retrosynthesis dataset with 1.9M reactions from patents (1976-2016). The task is: Predict the reactants needed to synthesize the given product. The reactants are: N#N.[H-].[Na+].[F:5][C:6]1[CH:11]=[CH:10][C:9]([CH:12](N(C)C)[C:13]#N)=[CH:8][CH:7]=1.[F:18][C:19]([F:29])([F:28])[C:20]1[CH:27]=[CH:26][C:23](CCl)=[CH:22][CH:21]=1.S(=O)(=O)(O)[OH:31]. Given the product [F:5][C:6]1[CH:11]=[CH:10][C:9]([C:12](=[O:31])[CH2:13][C:23]2[CH:26]=[CH:27][C:20]([C:19]([F:29])([F:28])[F:18])=[CH:21][CH:22]=2)=[CH:8][CH:7]=1, predict the reactants needed to synthesize it.